From a dataset of NCI-60 drug combinations with 297,098 pairs across 59 cell lines. Regression. Given two drug SMILES strings and cell line genomic features, predict the synergy score measuring deviation from expected non-interaction effect. (1) Drug 1: CC1=C(C=C(C=C1)NC(=O)C2=CC=C(C=C2)CN3CCN(CC3)C)NC4=NC=CC(=N4)C5=CN=CC=C5. Synergy scores: CSS=38.8, Synergy_ZIP=18.9, Synergy_Bliss=18.8, Synergy_Loewe=13.8, Synergy_HSA=9.46. Drug 2: CC1=C2C(C(=O)C3(C(CC4C(C3C(C(C2(C)C)(CC1OC(=O)C(C(C5=CC=CC=C5)NC(=O)OC(C)(C)C)O)O)OC(=O)C6=CC=CC=C6)(CO4)OC(=O)C)O)C)O. Cell line: HL-60(TB). (2) Drug 1: C1CCC(CC1)NC(=O)N(CCCl)N=O. Drug 2: C1=CC(=CC=C1CCCC(=O)O)N(CCCl)CCCl. Cell line: CAKI-1. Synergy scores: CSS=58.7, Synergy_ZIP=-5.29, Synergy_Bliss=-3.08, Synergy_Loewe=0.237, Synergy_HSA=1.63. (3) Drug 1: C1=CC=C(C=C1)NC(=O)CCCCCCC(=O)NO. Drug 2: CNC(=O)C1=NC=CC(=C1)OC2=CC=C(C=C2)NC(=O)NC3=CC(=C(C=C3)Cl)C(F)(F)F. Cell line: CCRF-CEM. Synergy scores: CSS=11.3, Synergy_ZIP=-7.56, Synergy_Bliss=-4.59, Synergy_Loewe=-56.8, Synergy_HSA=-19.4. (4) Drug 1: CC=C1C(=O)NC(C(=O)OC2CC(=O)NC(C(=O)NC(CSSCCC=C2)C(=O)N1)C(C)C)C(C)C. Drug 2: CC1C(C(CC(O1)OC2CC(CC3=C2C(=C4C(=C3O)C(=O)C5=C(C4=O)C(=CC=C5)OC)O)(C(=O)CO)O)N)O.Cl. Cell line: HCT-15. Synergy scores: CSS=18.1, Synergy_ZIP=-2.53, Synergy_Bliss=-0.533, Synergy_Loewe=0.614, Synergy_HSA=-0.566.